This data is from Reaction yield outcomes from USPTO patents with 853,638 reactions. The task is: Predict the reaction yield, written as a fraction of the theoretical maximum amount of product (1.0 means a 100% yield; for example, 0.34 means a 34% yield). (1) The reactants are [CH3:1][C:2]1[CH:7]=[C:6]([C:8]2[CH:9]=[CH:10][C:11]3[N:17]4[CH2:18][C@H:14]([CH2:15][CH2:16]4)[NH:13][C:12]=3[N:19]=2)[CH:5]=[CH:4][N:3]=1.ClC(Cl)(O[C:24](=[O:30])OC(Cl)(Cl)Cl)Cl.[CH3:32][C:33]1[CH:38]=[CH:37][N:36]=[C:35]([NH2:39])[N:34]=1.CO. The catalyst is C1COCC1.CCOC(C)=O. The product is [CH3:1][C:2]1[CH:7]=[C:6]([C:8]2[CH:9]=[CH:10][C:11]3[N:17]4[CH2:18][C@H:14]([CH2:15][CH2:16]4)[N:13]([C:24]([NH:39][C:35]4[N:34]=[C:33]([CH3:32])[CH:38]=[CH:37][N:36]=4)=[O:30])[C:12]=3[N:19]=2)[CH:5]=[CH:4][N:3]=1. The yield is 0.367. (2) The reactants are I[C:2]1[S:9][C:8]2[CH:7]=[C:6]([CH:10]=[O:11])[S:5][C:4]=2[CH:3]=1.[C:12]1([N:18]([C:28]2[CH:33]=[CH:32][CH:31]=[CH:30][CH:29]=2)[C:19]2[CH:24]=[CH:23][C:22](B(O)O)=[CH:21][CH:20]=2)[CH:17]=[CH:16][CH:15]=[CH:14][CH:13]=1.O.O.O.O.O.O.O.O.O.O.O.O.P([O-])([O-])([O-])=O.[Na+].[Na+].[Na+]. The catalyst is C(O)(C)C. The product is [C:28]1([N:18]([C:12]2[CH:13]=[CH:14][CH:15]=[CH:16][CH:17]=2)[C:19]2[CH:24]=[CH:23][C:22]([C:2]3[S:9][C:8]4[CH:7]=[C:6]([CH:10]=[O:11])[S:5][C:4]=4[CH:3]=3)=[CH:21][CH:20]=2)[CH:29]=[CH:30][CH:31]=[CH:32][CH:33]=1. The yield is 0.780. (3) The reactants are [F:1][C:2]1[CH:7]=[CH:6][C:5]([I:8])=[CH:4][C:3]=1[N:9]1[CH:14]=[C:13]([O:15][CH3:16])[C:12](=[O:17])[C:11]([C:18](N(OC)C)=[O:19])=[N:10]1.[CH3:24][Mg+].[Br-]. The catalyst is C1COCC1. The product is [C:18]([C:11]1[C:12](=[O:17])[C:13]([O:15][CH3:16])=[CH:14][N:9]([C:3]2[CH:4]=[C:5]([I:8])[CH:6]=[CH:7][C:2]=2[F:1])[N:10]=1)(=[O:19])[CH3:24]. The yield is 0.920. (4) The reactants are [N+:1]([O-:4])(O)=[O:2].S(=O)(=O)(O)O.[C:10]([C:13]1[CH:18]=[CH:17][C:16]([N:19]2[C:27]3[C:22](=[CH:23][CH:24]=[CH:25][CH:26]=3)[C:21]([C:28]3[CH:33]=[CH:32][C:31]([C:34]([OH:36])=[O:35])=[CH:30][CH:29]=3)=[N:20]2)=[CH:15][CH:14]=1)([OH:12])=[O:11].[OH-].[Na+]. No catalyst specified. The product is [C:34]([C:31]1[CH:30]=[CH:29][C:28]([C:21]2[C:22]3[C:27](=[CH:26][CH:25]=[C:24]([N+:1]([O-:4])=[O:2])[CH:23]=3)[N:19]([C:16]3[CH:15]=[CH:14][C:13]([C:10]([OH:12])=[O:11])=[CH:18][CH:17]=3)[N:20]=2)=[CH:33][CH:32]=1)([OH:36])=[O:35]. The yield is 0.450. (5) The reactants are [O-]P([O-])([O-])=O.[K+].[K+].[K+].[CH2:9]([NH2:16])[C:10]1[CH:15]=[CH:14][CH:13]=[CH:12][CH:11]=1.I[C:18]1[CH:28]=[CH:27][C:21]([C:22]([O:24][CH2:25][CH3:26])=[O:23])=[CH:20][CH:19]=1.C(O)CO. The catalyst is [Cu]I.CCCCCC.C(OCC)(=O)C.C(O)C. The product is [CH2:9]([NH:16][C:18]1[CH:28]=[CH:27][C:21]([C:22]([O:24][CH2:25][CH3:26])=[O:23])=[CH:20][CH:19]=1)[C:10]1[CH:15]=[CH:14][CH:13]=[CH:12][CH:11]=1. The yield is 0.500. (6) The reactants are Br[C:2]1[C:3]([C:12]([O:14]C)=[O:13])=[CH:4][C:5]2[O:10][CH2:9][CH2:8][O:7][C:6]=2[CH:11]=1.[CH3:16][O-:17].[Na+]. The catalyst is CN(C=O)C.O. The product is [CH3:16][O:17][C:2]1[C:3]([C:12]([OH:14])=[O:13])=[CH:4][C:5]2[O:10][CH2:9][CH2:8][O:7][C:6]=2[CH:11]=1. The yield is 0.570. (7) The catalyst is C(Cl)Cl.O. The yield is 0.810. The reactants are N1C=CC=CC=1.[C:7]([O:11][C:12](=[O:26])[NH:13][C@@H:14]1[C:20](=[O:21])[NH:19][C:18]2[CH:22]=[CH:23][CH:24]=[CH:25][C:17]=2[NH:16][CH2:15]1)([CH3:10])([CH3:9])[CH3:8].[N+:27]([C:30]1[CH:38]=[CH:37][C:33]([C:34](Cl)=[O:35])=[CH:32][CH:31]=1)([O-:29])=[O:28]. The product is [N+:27]([C:30]1[CH:31]=[CH:32][C:33]([C:34]([N:16]2[CH2:15][C@H:14]([NH:13][C:12](=[O:26])[O:11][C:7]([CH3:10])([CH3:8])[CH3:9])[C:20](=[O:21])[NH:19][C:18]3[CH:22]=[CH:23][CH:24]=[CH:25][C:17]2=3)=[O:35])=[CH:37][CH:38]=1)([O-:29])=[O:28]. (8) The reactants are CC(C)([O-])C.[K+].[CH2:7]([O:14][C:15]1[CH:16]=[C:17]([CH:31]=[CH:32][CH:33]=1)[C:18]([NH:20][C:21]1[CH:26]=[CH:25][CH:24]=[CH:23][C:22]=1[S:27]([NH2:30])(=[O:29])=[O:28])=[O:19])[C:8]1[CH:13]=[CH:12][CH:11]=[CH:10][CH:9]=1.[C:34](Cl)(=[O:40])[CH2:35][CH2:36][CH2:37][CH2:38][CH3:39].[Cl-].[NH4+]. The catalyst is O1CCCC1. The product is [CH2:7]([O:14][C:15]1[CH:16]=[C:17]([CH:31]=[CH:32][CH:33]=1)[C:18]([NH:20][C:21]1[CH:26]=[CH:25][CH:24]=[CH:23][C:22]=1[S:27]([NH:30][C:34](=[O:40])[CH2:35][CH2:36][CH2:37][CH2:38][CH3:39])(=[O:29])=[O:28])=[O:19])[C:8]1[CH:9]=[CH:10][CH:11]=[CH:12][CH:13]=1. The yield is 0.860.